From a dataset of Forward reaction prediction with 1.9M reactions from USPTO patents (1976-2016). Predict the product of the given reaction. Given the reactants [OH:1][C:2]1[C:3]([C:16]2[CH:17]=[C:18]([CH:24]=[CH:25][C:26]([O:28]CC)=[O:27])[CH:19]=[CH:20][C:21]=2[O:22][CH3:23])=[CH:4][C:5]2[C:6]([CH3:15])([CH3:14])[CH2:7][CH2:8][C:9]([CH3:13])([CH3:12])[C:10]=2[CH:11]=1.[CH3:31][O:32][CH2:33][O:34][C:35]1[CH:42]=[CH:41][C:38]([CH2:39]Cl)=[CH:37][CH:36]=1, predict the reaction product. The product is: [CH3:23][O:22][C:21]1[CH:20]=[CH:19][C:18]([CH:24]=[CH:25][C:26]([OH:28])=[O:27])=[CH:17][C:16]=1[C:3]1[C:2]([O:1][CH2:39][C:38]2[CH:41]=[CH:42][C:35]([O:34][CH2:33][O:32][CH3:31])=[CH:36][CH:37]=2)=[CH:11][C:10]2[C:9]([CH3:13])([CH3:12])[CH2:8][CH2:7][C:6]([CH3:15])([CH3:14])[C:5]=2[CH:4]=1.